Dataset: Reaction yield outcomes from USPTO patents with 853,638 reactions. Task: Predict the reaction yield, written as a fraction of the theoretical maximum amount of product (1.0 means a 100% yield; for example, 0.34 means a 34% yield). (1) The reactants are [CH2:1]([O:8][C:9]1[CH:10]=[CH:11][C:12]([C@@H:20]([O:55][Si:56]([C:59]([CH3:62])([CH3:61])[CH3:60])([CH3:58])[CH3:57])[CH2:21][N:22]([C:48]([O:50][C:51]([CH3:54])([CH3:53])[CH3:52])=[O:49])[CH2:23][CH2:24][CH2:25][CH2:26][C:27]([NH:29][C:30]2[CH:31]=[C:32]([C:36]([OH:47])([C:41]3[CH:46]=[CH:45][CH:44]=[CH:43][CH:42]=3)[C:37]([O:39]C)=[O:38])[CH:33]=[CH:34][CH:35]=2)=[O:28])=[C:13]2[C:18]=1[NH:17][C:16](=[O:19])[CH:15]=[CH:14]2)[C:2]1[CH:7]=[CH:6][CH:5]=[CH:4][CH:3]=1.[Li+].[OH-].Cl. The catalyst is CN(C=O)C. The product is [CH2:1]([O:8][C:9]1[CH:10]=[CH:11][C:12]([C@@H:20]([O:55][Si:56]([C:59]([CH3:62])([CH3:61])[CH3:60])([CH3:58])[CH3:57])[CH2:21][N:22]([C:48]([O:50][C:51]([CH3:54])([CH3:53])[CH3:52])=[O:49])[CH2:23][CH2:24][CH2:25][CH2:26][C:27]([NH:29][C:30]2[CH:31]=[C:32]([C:36]([OH:47])([C:41]3[CH:42]=[CH:43][CH:44]=[CH:45][CH:46]=3)[C:37]([OH:39])=[O:38])[CH:33]=[CH:34][CH:35]=2)=[O:28])=[C:13]2[C:18]=1[NH:17][C:16](=[O:19])[CH:15]=[CH:14]2)[C:2]1[CH:7]=[CH:6][CH:5]=[CH:4][CH:3]=1. The yield is 0.900. (2) The reactants are [Cl:1][C:2]1[CH:7]=[C:6]([N+:8]([O-])=O)[CH:5]=[CH:4][C:3]=1[S:11][C:12]1[N:13]([CH2:19][CH3:20])[C:14]([CH3:18])=[C:15]([CH3:17])[N:16]=1.[NH4+].[Cl-]. The catalyst is CO.O.O.CCOC(C)=O.[Fe]. The product is [Cl:1][C:2]1[CH:7]=[C:6]([NH2:8])[CH:5]=[CH:4][C:3]=1[S:11][C:12]1[N:13]([CH2:19][CH3:20])[C:14]([CH3:18])=[C:15]([CH3:17])[N:16]=1. The yield is 0.710.